Dataset: Forward reaction prediction with 1.9M reactions from USPTO patents (1976-2016). Task: Predict the product of the given reaction. (1) Given the reactants [NH2:1][C:2]1[CH:11]=[CH:10][C:5]([C:6]([O:8][CH3:9])=[O:7])=[C:4]([CH3:12])[CH:3]=1.[C:13](N1C=CN=C1)([N:15]1[CH:19]=[CH:18][N:17]=[CH:16]1)=[O:14], predict the reaction product. The product is: [CH3:9][O:8][C:6](=[O:7])[C:5]1[CH:10]=[CH:11][C:2]([NH:1][C:13]([N:15]2[CH:19]=[CH:18][N:17]=[CH:16]2)=[O:14])=[CH:3][C:4]=1[CH3:12]. (2) Given the reactants C([N-]C(C)C)(C)C.[Li+].[CH3:9][N:10]1[C:15](=[O:16])[C:14]2[CH:17]=[CH:18][S:19][C:13]=2[C:12]([CH2:20][CH:21]([CH3:23])[CH3:22])=[N:11]1.O.Cl.[C:26]1([CH:36]=[O:37])[C:35]2[C:30](=[CH:31][CH:32]=[CH:33][CH:34]=2)[CH:29]=[CH:28][CH:27]=1, predict the reaction product. The product is: [OH:37][CH:36]([C:18]1[S:19][C:13]2[C:12]([CH2:20][CH:21]([CH3:23])[CH3:22])=[N:11][N:10]([CH3:9])[C:15](=[O:16])[C:14]=2[CH:17]=1)[C:26]1[C:35]2[C:30](=[CH:31][CH:32]=[CH:33][CH:34]=2)[CH:29]=[CH:28][CH:27]=1. (3) Given the reactants [C-:1]#[N:2].[K+].Cl[CH2:5][C:6]1[N:7]=[C:8]([C:17]2[CH:22]=[CH:21][CH:20]=[CH:19][CH:18]=2)[O:9][C:10]=1[C:11]1[CH:16]=[CH:15][CH:14]=[CH:13][CH:12]=1.O, predict the reaction product. The product is: [C:17]1([C:8]2[O:9][C:10]([C:11]3[CH:16]=[CH:15][CH:14]=[CH:13][CH:12]=3)=[C:6]([CH2:5][C:1]#[N:2])[N:7]=2)[CH:22]=[CH:21][CH:20]=[CH:19][CH:18]=1. (4) Given the reactants Br[C:2]1[CH:3]=[N:4][C:5]([N:8]2[CH2:13][CH2:12][O:11][CH2:10][CH2:9]2)=[N:6][CH:7]=1.CC1(C)C(C)(C)OB(B2OC(C)(C)C(C)(C)O2)[O:16]1.C([O-])(=O)C.[K+].O1CCOCC1, predict the reaction product. The product is: [N:8]1([C:5]2[N:4]=[CH:3][C:2]([OH:16])=[CH:7][N:6]=2)[CH2:13][CH2:12][O:11][CH2:10][CH2:9]1. (5) Given the reactants [ClH:1].[NH:2]1[C:6]2[CH:7]=[CH:8][CH:9]=[CH:10][C:5]=2[N:4]=[C:3]1[C@H:11]([NH2:21])[CH2:12][C:13]1[CH:18]=[CH:17][C:16]([O:19][CH3:20])=[CH:15][CH:14]=1.[CH2:22]1[C:31]2[C:26](=[CH:27][CH:28]=[CH:29][CH:30]=2)[CH2:25][CH2:24][CH:23]1[NH2:32].[C:33](O)(C(F)(F)F)=[O:34], predict the reaction product. The product is: [ClH:1].[NH:2]1[C:6]2[CH:7]=[CH:8][CH:9]=[CH:10][C:5]=2[N:4]=[C:3]1[C@H:11]([NH:21][C:33]([NH:32][CH:23]1[CH2:24][CH2:25][C:26]2[C:31](=[CH:30][CH:29]=[CH:28][CH:27]=2)[CH2:22]1)=[O:34])[CH2:12][C:13]1[CH:18]=[CH:17][C:16]([O:19][CH3:20])=[CH:15][CH:14]=1. (6) The product is: [CH2:1]([O:3][CH:4]([O:7][CH2:8][CH3:9])[CH2:5][NH:6][CH2:11][CH2:12][C:13]([O:15][CH3:16])=[O:14])[CH3:2]. Given the reactants [CH2:1]([O:3][CH:4]([O:7][CH2:8][CH3:9])[CH2:5][NH2:6])[CH3:2].Br[CH2:11][CH2:12][C:13]([O:15][CH3:16])=[O:14], predict the reaction product.